This data is from Reaction yield outcomes from USPTO patents with 853,638 reactions. The task is: Predict the reaction yield, written as a fraction of the theoretical maximum amount of product (1.0 means a 100% yield; for example, 0.34 means a 34% yield). (1) The reactants are [CH3:1][CH2:2][CH2:3][CH2:4][C:5]1[N:9]([CH2:10][C:11]2[CH:16]=[CH:15][C:14]([C:17]3[C:22]([C:23]4[N:27]=[N:26][N:25](C(C5C=CC=CC=5)(C5C=CC=CC=5)C5C=CC=CC=5)[N:24]=4)=[CH:21][CH:20]=[CH:19][CH:18]=3)=[CH:13][CH:12]=2)[C:8]([CH2:47][OH:48])=[C:7]([Cl:49])[N:6]=1.Cl.[OH-].[Na+]. The catalyst is CO. The product is [CH3:1][CH2:2][CH2:3][CH2:4][C:5]1[N:9]([CH2:10][C:11]2[CH:16]=[CH:15][C:14]([C:17]3[CH:18]=[CH:19][CH:20]=[CH:21][C:22]=3[C:23]3[N:27]=[N:26][NH:25][N:24]=3)=[CH:13][CH:12]=2)[C:8]([CH2:47][OH:48])=[C:7]([Cl:49])[N:6]=1. The yield is 0.885. (2) The reactants are [NH2:1][C:2]1[C:7]2=[C:8]([C:16]3[CH:21]=[CH:20][C:19]([NH:22][C:23]([NH:25][C:26]4[CH:31]=[C:30]([C:32]([F:35])([F:34])[F:33])[CH:29]=[CH:28][C:27]=4[F:36])=[O:24])=[CH:18][CH:17]=3)[C:9]([CH2:13][O:14][CH3:15])=[C:10]([CH:11]=O)[N:6]2[N:5]=[CH:4][N:3]=1.[NH:37]1[CH2:42][CH2:41][O:40][CH2:39][CH2:38]1.C(O[BH-](OC(=O)C)OC(=O)C)(=O)C.[Na+]. The catalyst is ClC(Cl)C.C(Cl)Cl. The product is [NH2:1][C:2]1[C:7]2=[C:8]([C:16]3[CH:21]=[CH:20][C:19]([NH:22][C:23]([NH:25][C:26]4[CH:31]=[C:30]([C:32]([F:33])([F:34])[F:35])[CH:29]=[CH:28][C:27]=4[F:36])=[O:24])=[CH:18][CH:17]=3)[C:9]([CH2:13][O:14][CH3:15])=[C:10]([CH2:11][N:37]3[CH2:42][CH2:41][O:40][CH2:39][CH2:38]3)[N:6]2[N:5]=[CH:4][N:3]=1. The yield is 0.460. (3) The reactants are [Cl:1][C:2]1[CH:27]=[CH:26][C:5]2[NH:6][C:7]([C:9]3([C:24]#[N:25])[CH2:14][CH2:13][N:12]([C:15]4[C:16]5[CH:23]=[CH:22][NH:21][C:17]=5[N:18]=[CH:19][N:20]=4)[CH2:11][CH2:10]3)=[N:8][C:4]=2[CH:3]=1. The catalyst is [Pt](=O)=O. The product is [Cl:1][C:2]1[CH:27]=[CH:26][C:5]2[NH:6][C:7]([C:9]3([CH2:24][NH2:25])[CH2:10][CH2:11][N:12]([C:15]4[C:16]5[CH:23]=[CH:22][NH:21][C:17]=5[N:18]=[CH:19][N:20]=4)[CH2:13][CH2:14]3)=[N:8][C:4]=2[CH:3]=1. The yield is 0.156. (4) The reactants are [Cl:1][C:2]1[CH:7]=[CH:6][CH:5]=[CH:4][C:3]=1[S:8][C:9]1[S:13][C:12]([NH:14][C:15]([C:17]2([C:20]3[CH:25]=[CH:24][C:23]([O:26][CH3:27])=[CH:22][CH:21]=3)[CH2:19][CH2:18]2)=[O:16])=[N:11][CH:10]=1.OO.CC[O:32]CC.O. The catalyst is C(O)(=O)C. The product is [Cl:1][C:2]1[CH:7]=[CH:6][CH:5]=[CH:4][C:3]=1[S:8]([C:9]1[S:13][C:12]([NH:14][C:15]([C:17]2([C:20]3[CH:21]=[CH:22][C:23]([O:26][CH3:27])=[CH:24][CH:25]=3)[CH2:18][CH2:19]2)=[O:16])=[N:11][CH:10]=1)=[O:32]. The yield is 0.366. (5) The reactants are C([Li])CCC.[Br:6][C:7]1[C:11](Br)=[CH:10][S:9][CH:8]=1.[C:13]1([S:19][S:19][C:13]2[CH:18]=[CH:17][CH:16]=[CH:15][CH:14]=2)[CH:18]=[CH:17][CH:16]=[CH:15][CH:14]=1. The catalyst is CCOCC. The product is [Br:6][C:7]1[C:11]([S:19][C:13]2[CH:18]=[CH:17][CH:16]=[CH:15][CH:14]=2)=[CH:10][S:9][CH:8]=1. The yield is 0.840. (6) The reactants are [F:1][C:2]1[C:10]([O:11][C:12]2[C:17]3=[C:18]([CH3:25])[C:19](C(O)(C)C)=[CH:20][N:16]3[N:15]=[CH:14][N:13]=2)=[CH:9][CH:8]=[C:7]2[C:3]=1[CH:4]=[C:5]([CH3:26])[NH:6]2.[Br:27][CH2:28][CH2:29]Br.C(=O)([O-])[O-:32].[K+].[K+]. The catalyst is C(#N)C.ClCCl. The product is [Br:27][CH2:28][CH2:29][O:32][C:19]1[C:18]([CH3:25])=[C:17]2[N:16]([CH:20]=1)[N:15]=[CH:14][N:13]=[C:12]2[O:11][C:10]1[C:2]([F:1])=[C:3]2[C:7](=[CH:8][CH:9]=1)[NH:6][C:5]([CH3:26])=[CH:4]2. The yield is 1.00. (7) The reactants are [CH3:1][C:2]1[C:10]2[C:5](=[CH:6][C:7]([N+:11]([O-:13])=[O:12])=[CH:8][CH:9]=2)[NH:4][N:3]=1.S(=O)(=O)(O)O.S(OC)(O[CH3:23])(=O)=O.C(=O)(O)[O-].[Na+]. The catalyst is CS(C)=O. The product is [CH3:23][N:3]1[C:2]([CH3:1])=[C:10]2[C:5]([CH:6]=[C:7]([N+:11]([O-:13])=[O:12])[CH:8]=[CH:9]2)=[N:4]1. The yield is 0.700. (8) The reactants are [Br:1][C:2]1[CH:13]=[N:12][C:5]2=[N:6][C:7](Cl)=[C:8]([Cl:10])[N:9]=[C:4]2[CH:3]=1.[CH2:14]1[NH:19][CH2:18][CH2:17][N:16]2[CH2:20][CH2:21][CH2:22][CH:15]12. No catalyst specified. The product is [Br:1][C:2]1[CH:13]=[N:12][C:5]2=[N:6][C:7]([N:19]3[CH2:18][CH2:17][N:16]4[CH2:20][CH2:21][CH2:22][CH:15]4[CH2:14]3)=[C:8]([Cl:10])[N:9]=[C:4]2[CH:3]=1. The yield is 0.660. (9) The reactants are Br[C:2]1[CH:11]=[CH:10][CH:9]=[C:8]2[C:3]=1[CH:4]=[CH:5][N:6]=[CH:7]2.[C:12](OC)(=[O:17])[C:13]([O:15][CH3:16])=[O:14]. The catalyst is C1COCC1. The product is [CH3:16][O:15][C:13](=[O:14])[C:12]([C:2]1[CH:11]=[CH:10][CH:9]=[C:8]2[C:3]=1[CH:4]=[CH:5][N:6]=[CH:7]2)=[O:17]. The yield is 0.590.